Dataset: Catalyst prediction with 721,799 reactions and 888 catalyst types from USPTO. Task: Predict which catalyst facilitates the given reaction. (1) Reactant: [NH2:1][C:2]1[CH:3]=[C:4]([CH:8]=[CH:9][CH:10]=1)[C:5]([OH:7])=[O:6].[Br:11][C:12]1[CH:17]=[CH:16][CH:15]=[CH:14][C:13]=1[N:18]=[C:19]=[O:20]. Product: [C:5]([C:4]1[CH:3]=[C:2]([NH:1][C:19]([NH:18][C:13]2[CH:14]=[CH:15][CH:16]=[CH:17][C:12]=2[Br:11])=[O:20])[CH:10]=[CH:9][CH:8]=1)([OH:7])=[O:6]. The catalyst class is: 3. (2) Reactant: [O:1]([CH2:8][C:9](Cl)=[O:10])[C:2]1[CH:7]=[CH:6][CH:5]=[CH:4][CH:3]=1.[CH3:12][C:13]([O:16][C:17]([N:19]1[CH2:24][CH2:23][CH:22]([OH:25])[CH:21]([NH2:26])[CH2:20]1)=[O:18])([CH3:15])[CH3:14].C([O-])(O)=O.[Na+]. Product: [CH3:15][C:13]([O:16][C:17]([N:19]1[CH2:24][CH2:23][CH:22]([OH:25])[CH:21]([NH:26][C:9](=[O:10])[CH2:8][O:1][C:2]2[CH:7]=[CH:6][CH:5]=[CH:4][CH:3]=2)[CH2:20]1)=[O:18])([CH3:12])[CH3:14]. The catalyst class is: 2. (3) Reactant: [OH:1][CH2:2][CH2:3][CH:4]([NH:13]C(=O)OC(C)(C)C)[C:5]1[CH:10]=[CH:9][CH:8]=[CH:7][C:6]=1[O:11][CH3:12].[ClH:21]. Product: [ClH:21].[NH2:13][CH:4]([C:5]1[CH:10]=[CH:9][CH:8]=[CH:7][C:6]=1[O:11][CH3:12])[CH2:3][CH2:2][OH:1]. The catalyst class is: 269. (4) Reactant: C[O:2][C:3](=O)[C:4]1[CH:9]=[CH:8][C:7]([NH:10][C:11]([C:13]2[C:14]([C:19]3[CH:24]=[CH:23][C:22]([C:25]([F:28])([F:27])[F:26])=[CH:21][CH:20]=3)=[CH:15][CH:16]=[CH:17][CH:18]=2)=[O:12])=[C:6]([CH3:29])[CH:5]=1.[Li+].[BH4-].CO. Product: [CH3:29][C:6]1[CH:5]=[C:4]([CH:9]=[CH:8][C:7]=1[NH:10][C:11]([C:13]1[C:14]([C:19]2[CH:20]=[CH:21][C:22]([C:25]([F:26])([F:27])[F:28])=[CH:23][CH:24]=2)=[CH:15][CH:16]=[CH:17][CH:18]=1)=[O:12])[CH2:3][OH:2]. The catalyst class is: 6. (5) Reactant: [F:1][C:2]([F:12])([F:11])[C:3]1[CH:4]=[C:5]([CH:8]=[CH:9][CH:10]=1)[CH:6]=[O:7].[CH:13]([Mg]Br)=[CH2:14]. Product: [F:1][C:2]([F:11])([F:12])[C:3]1[CH:4]=[C:5]([CH:6]([OH:7])[CH:13]=[CH2:14])[CH:8]=[CH:9][CH:10]=1. The catalyst class is: 7. (6) Reactant: C1(O[C:8](=[O:27])[NH:9][C:10]2[S:11][C:12]3[C:18]([CH:19]4[CH2:24][O:23][CH2:22][CH2:21][O:20]4)=[CH:17][CH:16]=[C:15]([O:25][CH3:26])[C:13]=3[N:14]=2)C=CC=CC=1.FC(F)(F)C(O)=O.[O:35]1[C:39]2([CH2:44][CH2:43][NH:42][CH2:41][CH2:40]2)[CH2:38][CH2:37][CH2:36]1.C(N(C(C)C)C(C)C)C. Product: [O:20]1[CH2:21][CH2:22][O:23][CH2:24][CH:19]1[C:18]1[C:12]2[S:11][C:10]([NH:9][C:8]([N:42]3[CH2:43][CH2:44][C:39]4([O:35][CH2:36][CH2:37][CH2:38]4)[CH2:40][CH2:41]3)=[O:27])=[N:14][C:13]=2[C:15]([O:25][CH3:26])=[CH:16][CH:17]=1. The catalyst class is: 22. (7) Reactant: [OH-].[Na+].[Br:3][C:4]1[CH:9]=[CH:8][CH:7]=[CH:6][C:5]=1[SH:10].Cl[C:12]1[CH:17]=[CH:16][C:15]([N+:18]([O-:20])=[O:19])=[CH:14][C:13]=1[S:21]([OH:23])=[O:22].Cl. Product: [Br:3][C:4]1[CH:9]=[CH:8][CH:7]=[CH:6][C:5]=1[S:10][C:12]1[CH:17]=[CH:16][C:15]([N+:18]([O-:20])=[O:19])=[CH:14][C:13]=1[S:21]([OH:23])=[O:22]. The catalyst class is: 6. (8) Reactant: [C:1]([OH:4])(=O)C.[CH:5]([N:8](CC)C(C)C)(C)C.C1(P(N=[N+]=[N-])(C2C=CC=CC=2)=O)C=CC=CC=1.[NH2:31][C:32]1[CH:37]=[CH:36][C:35]([N:38]2[C:46]([CH2:47][N:48]([CH3:50])[CH3:49])=[C:45]3[C:40]([N:41]([CH2:62][C:63]4[C:68]([F:69])=[CH:67][CH:66]=[CH:65][C:64]=4[F:70])[C:42](=[O:61])[N:43]([C:52]4[CH:57]=[CH:56][CH:55]=[C:54]([O:58][CH3:59])[C:53]=4[F:60])[C:44]3=[O:51])=[N:39]2)=[CH:34][CH:33]=1.C(=O)(O)[O-].[Na+]. Product: [F:69][C:68]1[CH:67]=[CH:66][CH:65]=[C:64]([F:70])[C:63]=1[CH2:62][N:41]1[C:40]2=[N:39][N:38]([C:35]3[CH:36]=[CH:37][C:32]([NH:31][C:1]([NH:8][CH3:5])=[O:4])=[CH:33][CH:34]=3)[C:46]([CH2:47][N:48]([CH3:49])[CH3:50])=[C:45]2[C:44](=[O:51])[N:43]([C:52]2[CH:57]=[CH:56][CH:55]=[C:54]([O:58][CH3:59])[C:53]=2[F:60])[C:42]1=[O:61]. The catalyst class is: 451.